Predict the reactants needed to synthesize the given product. From a dataset of Full USPTO retrosynthesis dataset with 1.9M reactions from patents (1976-2016). (1) Given the product [F:31][C:30]([F:33])([F:32])[C:28]([OH:34])=[O:29].[F:27][C:2]([F:1])([F:26])[C:3]1[CH:8]=[CH:7][C:6]([C@@H:9]([C:10]2[C:15]([CH:16]=[CH2:17])=[CH:14][CH:13]=[CH:12][N:11]=2)[NH2:18])=[CH:5][CH:4]=1, predict the reactants needed to synthesize it. The reactants are: [F:1][C:2]([F:27])([F:26])[C:3]1[CH:8]=[CH:7][C:6]([C@H:9]([NH:18]C(=O)OC(C)(C)C)[C:10]2[C:15]([CH:16]=[CH2:17])=[CH:14][CH:13]=[CH:12][N:11]=2)=[CH:5][CH:4]=1.[C:28]([OH:34])([C:30]([F:33])([F:32])[F:31])=[O:29]. (2) Given the product [F:1][C:2]1[CH:3]=[CH:4][C:5]([C:6]([NH:7][CH2:8][C:9](=[O:11])[NH:27][CH:21]([C:15]2[CH:20]=[CH:19][CH:18]=[CH:17][CH:16]=2)[C:22]2[S:23][CH:24]=[CH:25][CH:26]=2)=[O:12])=[CH:13][CH:14]=1, predict the reactants needed to synthesize it. The reactants are: [F:1][C:2]1[CH:14]=[CH:13][C:5]([C:6](=[O:12])[NH:7][CH2:8][C:9]([OH:11])=O)=[CH:4][CH:3]=1.[C:15]1([CH:21]([NH2:27])[C:22]2[S:23][CH:24]=[CH:25][CH:26]=2)[CH:20]=[CH:19][CH:18]=[CH:17][CH:16]=1. (3) Given the product [CH:1]1([C:7]([C:10]2[CH:15]=[C:14]([OH:16])[CH:13]=[C:12]([OH:18])[CH:11]=2)([CH3:9])[CH3:8])[CH2:6][CH2:5][CH2:4][CH2:3][CH2:2]1, predict the reactants needed to synthesize it. The reactants are: [CH:1]1([C:7]([C:10]2[CH:15]=[C:14]([O:16]C)[CH:13]=[C:12]([O:18]C)[CH:11]=2)([CH3:9])[CH3:8])[CH2:6][CH2:5][CH2:4][CH2:3][CH2:2]1.C(C1(C2C=C(O)C=C(O)C=2)SCCS1)CCC. (4) Given the product [Br:1][C:2]1[CH:10]=[C:9]([F:11])[C:8]([O:12][CH3:13])=[CH:7][C:3]=1[C:4]([O:6][CH3:19])=[O:5], predict the reactants needed to synthesize it. The reactants are: [Br:1][C:2]1[CH:10]=[C:9]([F:11])[C:8]([O:12][CH3:13])=[CH:7][C:3]=1[C:4]([OH:6])=[O:5].OS(O)(=O)=O.[CH3:19]O. (5) Given the product [O:8]=[C:6]1[N:5]([C:9]2[CH:18]=[C:17]3[C:12]([CH:13]=[C:14]([C:20]4[CH:25]=[CH:24][CH:23]=[CH:22][C:21]=4[C:26]([F:28])([F:27])[F:29])[NH:15][C:16]3=[O:19])=[CH:11][CH:10]=2)[CH2:4][C@H:3]([CH2:2][O:1][C:40](=[O:41])[CH2:39][N:37]([C:35]([O:34][C:31]([CH3:32])([CH3:30])[CH3:33])=[O:36])[CH3:38])[O:7]1, predict the reactants needed to synthesize it. The reactants are: [OH:1][CH2:2][C@@H:3]1[O:7][C:6](=[O:8])[N:5]([C:9]2[CH:18]=[C:17]3[C:12]([CH:13]=[C:14]([C:20]4[CH:25]=[CH:24][CH:23]=[CH:22][C:21]=4[C:26]([F:29])([F:28])[F:27])[NH:15][C:16]3=[O:19])=[CH:11][CH:10]=2)[CH2:4]1.[CH3:30][C:31]([O:34][C:35]([N:37]([CH2:39][C:40](O)=[O:41])[CH3:38])=[O:36])([CH3:33])[CH3:32]. (6) Given the product [Br:17][C:3]1[C:2](=[O:1])[NH:7][C:6]([C:8]([F:9])([F:10])[F:11])=[C:5]([C:12]([O:14][CH2:15][CH3:16])=[O:13])[CH:4]=1, predict the reactants needed to synthesize it. The reactants are: [O:1]=[C:2]1[NH:7][C:6]([C:8]([F:11])([F:10])[F:9])=[C:5]([C:12]([O:14][CH2:15][CH3:16])=[O:13])[CH:4]=[CH:3]1.[Br:17]N1C(=O)CCC1=O. (7) The reactants are: CC1(C)[N:6](C(OC(C)(C)C)=O)[C@:5]([CH3:20])([C:14]2[O:15][C:16]([CH3:19])=[N:17][N:18]=2)[CH2:4][O:3]1.[F:22][C:23]([F:28])([F:27])[C:24]([OH:26])=[O:25]. Given the product [F:22][C:23]([F:28])([F:27])[C:24]([OH:26])=[O:25].[NH2:6][C@@:5]([C:14]1[O:15][C:16]([CH3:19])=[N:17][N:18]=1)([CH3:20])[CH2:4][OH:3], predict the reactants needed to synthesize it. (8) Given the product [Cl:17][C:14]1[CH:15]=[CH:16][C:11]([CH:2]([N:18]2[CH2:21][CH:20]([C:22]([C:28]3[CH:29]=[C:30]([F:35])[CH:31]=[C:32]([F:34])[CH:33]=3)([OH:27])[C:23]([CH3:24])([CH3:25])[CH3:26])[CH2:19]2)[C:3]2[CH:4]=[C:5]([CH:8]=[CH:9][CH:10]=2)[C:6]#[N:7])=[CH:12][CH:13]=1, predict the reactants needed to synthesize it. The reactants are: Br[CH:2]([C:11]1[CH:16]=[CH:15][C:14]([Cl:17])=[CH:13][CH:12]=1)[C:3]1[CH:4]=[C:5]([CH:8]=[CH:9][CH:10]=1)[C:6]#[N:7].[NH:18]1[CH2:21][CH:20]([C:22]([C:28]2[CH:33]=[C:32]([F:34])[CH:31]=[C:30]([F:35])[CH:29]=2)([OH:27])[C:23]([CH3:26])([CH3:25])[CH3:24])[CH2:19]1.C(N(CC)C(C)C)(C)C. (9) Given the product [Br:1][C:2]1[CH:10]=[C:9]2[C:24](=[CH:4][CH:3]=1)[NH:22][CH:21]=[C:20]2[CH:19]([NH:18][C:11]([C:5]1[C:4]2[C:8](=[CH:9][CH:10]=[C:2]([Br:1])[CH:3]=2)[NH:7][CH:6]=1)=[O:13])[C:25]([O:28][CH3:29])=[O:27], predict the reactants needed to synthesize it. The reactants are: [Br:1][C:2]1[CH:3]=[C:4]2[C:8](=[CH:9][CH:10]=1)[NH:7][CH:6]=[C:5]2[C:11]([OH:13])=O.C(N=C=[N:18][CH2:19][CH2:20][CH2:21][N:22]([CH3:24])C)C.[C:25]([O:28][CH2:29]C)(=[O:27])C. (10) The reactants are: C([BH3-])#N.[Na+].[CH:5](=O)[CH2:6][CH2:7][CH2:8][CH2:9][CH3:10].[NH2:12][C:13]1[CH:18]=[CH:17][C:16]([C:19]2[CH:24]=[CH:23][C:22]([NH:25][C:26]([C:28]3[CH:33]=[C:32]([N+:34]([O-:36])=[O:35])[CH:31]=[CH:30][C:29]=3[Cl:37])=[O:27])=[CH:21][CH:20]=2)=[CH:15][CH:14]=1.C(=O)(O)[O-].[Na+]. Given the product [CH2:5]([NH:12][C:13]1[CH:14]=[CH:15][C:16]([C:19]2[CH:20]=[CH:21][C:22]([NH:25][C:26]([C:28]3[CH:33]=[C:32]([N+:34]([O-:36])=[O:35])[CH:31]=[CH:30][C:29]=3[Cl:37])=[O:27])=[CH:23][CH:24]=2)=[CH:17][CH:18]=1)[CH2:6][CH2:7][CH2:8][CH2:9][CH3:10], predict the reactants needed to synthesize it.